From a dataset of Reaction yield outcomes from USPTO patents with 853,638 reactions. Predict the reaction yield, written as a fraction of the theoretical maximum amount of product (1.0 means a 100% yield; for example, 0.34 means a 34% yield). (1) The reactants are [O:1]1[CH2:6][CH2:5][CH:4]([O:7][C:8]2[CH:16]=[CH:15][C:11]([C:12]([OH:14])=O)=[CH:10][CH:9]=2)[CH2:3][CH2:2]1.CCN(C(C)C)C(C)C.CN(C(ON1N=NC2C=CC=NC1=2)=[N+](C)C)C.F[P-](F)(F)(F)(F)F.[NH2:50][CH2:51][CH:52]([OH:64])[CH2:53][N:54]1[CH2:63][CH2:62][C:61]2[C:56](=[CH:57][CH:58]=[CH:59][CH:60]=2)[CH2:55]1. The catalyst is CN(C=O)C.O. The product is [CH2:55]1[C:56]2[C:61](=[CH:60][CH:59]=[CH:58][CH:57]=2)[CH2:62][CH2:63][N:54]1[CH2:53][CH:52]([OH:64])[CH2:51][NH:50][C:12](=[O:14])[C:11]1[CH:10]=[CH:9][C:8]([O:7][CH:4]2[CH2:3][CH2:2][O:1][CH2:6][CH2:5]2)=[CH:16][CH:15]=1. The yield is 0.749. (2) The reactants are [CH3:1][C:2]1[N:7]=[CH:6][C:5]([C:8]2[CH:13]=[CH:12][NH:11][C:10](=[O:14])[CH:9]=2)=[CH:4][CH:3]=1.Br[C:16]1[CH:24]=[C:23]2[C:19]([C:20]3[CH2:29][CH2:28][N:27]([C:30]([O:32][C:33]([CH3:36])([CH3:35])[CH3:34])=[O:31])[CH2:26][C:21]=3[N:22]2[CH3:25])=[CH:18][CH:17]=1. No catalyst specified. The product is [CH3:25][N:22]1[C:23]2[C:19](=[CH:18][CH:17]=[C:16]([N:11]3[CH:12]=[CH:13][C:8]([C:5]4[CH:6]=[N:7][C:2]([CH3:1])=[CH:3][CH:4]=4)=[CH:9][C:10]3=[O:14])[CH:24]=2)[C:20]2[CH2:29][CH2:28][N:27]([C:30]([O:32][C:33]([CH3:36])([CH3:35])[CH3:34])=[O:31])[CH2:26][C:21]1=2. The yield is 0.550. (3) The reactants are [CH3:1][C:2]1[CH:22]=[C:21]([N+:23]([O-])=O)[CH:20]=[CH:19][C:3]=1[O:4][C:5]1[C:14]2[C:9](=[CH:10][C:11]([O:17][CH3:18])=[C:12]([O:15][CH3:16])[CH:13]=2)[N:8]=[CH:7][CH:6]=1.[H][H]. The catalyst is C(OCC)(=O)C.CN(C)C=O.C(N(CC)CC)C.[OH-].[Pd+2].[OH-]. The product is [CH3:16][O:15][C:12]1[CH:13]=[C:14]2[C:9](=[CH:10][C:11]=1[O:17][CH3:18])[N:8]=[CH:7][CH:6]=[C:5]2[O:4][C:3]1[CH:19]=[CH:20][C:21]([NH2:23])=[CH:22][C:2]=1[CH3:1]. The yield is 0.910. (4) The reactants are [CH3:1][O:2][C:3]1[CH:8]=[CH:7][C:6](/[CH:9]=[CH:10]/[CH2:11][C:12]([OH:14])=O)=[CH:5][CH:4]=1.[B-](F)(F)(F)F.CN([C:23]([O:27][N:28]1N=NC2[C:29]1=CC=CC=2)=[N+](C)C)C.CCN(CC)CC. The catalyst is CN(C=O)C.O. The product is [CH3:23][O:27][N:28]([CH3:29])[C:12](=[O:14])[CH2:11]/[CH:10]=[CH:9]/[C:6]1[CH:5]=[CH:4][C:3]([O:2][CH3:1])=[CH:8][CH:7]=1. The yield is 0.296.